Task: Predict which catalyst facilitates the given reaction.. Dataset: Catalyst prediction with 721,799 reactions and 888 catalyst types from USPTO (1) Reactant: [NH2:1][CH:2]([C:8]1[CH:13]=[CH:12][C:11]([O:14][CH3:15])=[C:10]([O:16][CH3:17])[CH:9]=1)[CH2:3][C:4]([O:6][CH3:7])=[O:5].[C:18]([NH:21][C@H:22]([C:30]([OH:32])=[O:31])[CH2:23][C:24]1[CH:29]=[CH:28][CH:27]=[CH:26][CH:25]=1)(=[O:20])[CH3:19]. Product: [C:18]([NH:21][C@H:22]([C:30]([OH:32])=[O:31])[CH2:23][C:24]1[CH:25]=[CH:26][CH:27]=[CH:28][CH:29]=1)(=[O:20])[CH3:19].[NH2:1][C@@H:2]([C:8]1[CH:13]=[CH:12][C:11]([O:14][CH3:15])=[C:10]([O:16][CH3:17])[CH:9]=1)[CH2:3][C:4]([O:6][CH3:7])=[O:5]. The catalyst class is: 5. (2) The catalyst class is: 1. Product: [NH2:10][C:9](=[N:22][O:23][C:25](=[CH:24][C:31]([O:33][CH2:34][CH3:35])=[O:32])[C:26]([O:28][CH2:29][CH3:30])=[O:27])[C:6]1([NH:11][C:12]([O:13][CH2:14][C:15]2[CH:16]=[CH:17][CH:18]=[CH:19][CH:20]=2)=[O:21])[CH2:5][CH:4]([CH2:3][CH2:2][Cl:1])[O:8][CH2:7]1. Reactant: [Cl:1][CH2:2][CH2:3][CH:4]1[O:8][CH2:7][C:6]([NH:11][C:12](=[O:21])[O:13][CH2:14][C:15]2[CH:20]=[CH:19][CH:18]=[CH:17][CH:16]=2)([C:9]#[N:10])[CH2:5]1.[NH2:22][OH:23].[C:24]([C:31]([O:33][CH2:34][CH3:35])=[O:32])#[C:25][C:26]([O:28][CH2:29][CH3:30])=[O:27]. (3) Reactant: [CH2:1]([CH:3]([CH2:39][CH3:40])[CH2:4][C:5]1([C:11]([NH:13][C:14]2[C:15]([S:24]C(C3(CC(CC)CC)CCCCC3)=O)=[CH:16][C:17]3[C:22]([CH:23]=2)=[CH:21][CH:20]=[CH:19][CH:18]=3)=[O:12])[CH2:10][CH2:9][CH2:8][CH2:7][CH2:6]1)[CH3:2].[OH-].[K+].O. Product: [SH:24][C:15]1[C:14]([NH:13][C:11]([C:5]2([CH2:4][CH:3]([CH2:39][CH3:40])[CH2:1][CH3:2])[CH2:6][CH2:7][CH2:8][CH2:9][CH2:10]2)=[O:12])=[CH:23][C:22]2[C:17]([CH:16]=1)=[CH:18][CH:19]=[CH:20][CH:21]=2. The catalyst class is: 111. (4) Reactant: [F:1][C:2]1[C:8]([F:9])=[CH:7][C:5]([NH2:6])=[C:4]([N+:10]([O-])=O)[CH:3]=1. Product: [F:1][C:2]1[CH:3]=[C:4]([NH2:10])[C:5]([NH2:6])=[CH:7][C:8]=1[F:9]. The catalyst class is: 43. (5) Reactant: [C:1]([O:5][C:6]([CH:8]1[CH2:16][CH:15]2[CH:10]([CH2:11][CH2:12][CH2:13][CH2:14]2)[N:9]1[C:17](=[O:44])[CH:18]([NH:23][C:24](=[O:43])[CH:25]([NH:32]C(OCC1C=CC=CC=1)=O)[CH:26]1[CH2:31][CH2:30][CH2:29][CH2:28][CH2:27]1)[C:19]([CH3:22])([CH3:21])[CH3:20])=[O:7])([CH3:4])([CH3:3])[CH3:2]. Product: [C:1]([O:5][C:6]([CH:8]1[CH2:16][CH:15]2[CH:10]([CH2:11][CH2:12][CH2:13][CH2:14]2)[N:9]1[C:17](=[O:44])[CH:18]([NH:23][C:24](=[O:43])[CH:25]([NH2:32])[CH:26]1[CH2:27][CH2:28][CH2:29][CH2:30][CH2:31]1)[C:19]([CH3:22])([CH3:21])[CH3:20])=[O:7])([CH3:2])([CH3:3])[CH3:4]. The catalyst class is: 320. (6) Reactant: [CH3:1][C:2]1[S:6][C:5]([S:7](Cl)(=[O:9])=[O:8])=[CH:4][C:3]=1[N+:11]([O-:13])=[O:12].[OH-].[NH4+:15]. Product: [CH3:1][C:2]1[S:6][C:5]([S:7]([NH2:15])(=[O:9])=[O:8])=[CH:4][C:3]=1[N+:11]([O-:13])=[O:12]. The catalyst class is: 1. (7) Reactant: ClC1C=C(C=CC=1)C(O)=O.[Br:11][C:12]1[CH:17]=[N+:16]([O-])[CH:15]=[C:14]2[NH:19][CH:20]=[CH:21][C:13]=12.[Si]([C:26]#[N:27])(C)(C)C. Product: [Br:11][C:12]1[CH:17]=[N:16][C:15]([C:26]#[N:27])=[C:14]2[NH:19][CH:20]=[CH:21][C:13]=12. The catalyst class is: 10. (8) Reactant: C([N:8]1[CH2:13][C@@H:12]([CH3:14])[CH2:11][C@@H:10]([NH:15][C:16](=[O:22])[O:17][C:18]([CH3:21])([CH3:20])[CH3:19])[CH2:9]1)C1C=CC=CC=1.C(O)C. Product: [CH3:14][C@@H:12]1[CH2:13][NH:8][CH2:9][C@H:10]([NH:15][C:16](=[O:22])[O:17][C:18]([CH3:21])([CH3:20])[CH3:19])[CH2:11]1. The catalyst class is: 45.